This data is from NCI-60 drug combinations with 297,098 pairs across 59 cell lines. The task is: Regression. Given two drug SMILES strings and cell line genomic features, predict the synergy score measuring deviation from expected non-interaction effect. (1) Drug 1: CC=C1C(=O)NC(C(=O)OC2CC(=O)NC(C(=O)NC(CSSCCC=C2)C(=O)N1)C(C)C)C(C)C. Drug 2: CCN(CC)CCCC(C)NC1=C2C=C(C=CC2=NC3=C1C=CC(=C3)Cl)OC. Cell line: CAKI-1. Synergy scores: CSS=58.0, Synergy_ZIP=-0.384, Synergy_Bliss=3.42, Synergy_Loewe=-11.9, Synergy_HSA=3.22. (2) Drug 1: CN1CCC(CC1)COC2=C(C=C3C(=C2)N=CN=C3NC4=C(C=C(C=C4)Br)F)OC. Cell line: OVCAR-5. Synergy scores: CSS=26.9, Synergy_ZIP=-4.39, Synergy_Bliss=1.77, Synergy_Loewe=-2.65, Synergy_HSA=4.22. Drug 2: C(CC(=O)O)C(=O)CN.Cl. (3) Drug 1: CC1C(C(=O)NC(C(=O)N2CCCC2C(=O)N(CC(=O)N(C(C(=O)O1)C(C)C)C)C)C(C)C)NC(=O)C3=C4C(=C(C=C3)C)OC5=C(C(=O)C(=C(C5=N4)C(=O)NC6C(OC(=O)C(N(C(=O)CN(C(=O)C7CCCN7C(=O)C(NC6=O)C(C)C)C)C)C(C)C)C)N)C. Drug 2: CC1=C(C(=CC=C1)Cl)NC(=O)C2=CN=C(S2)NC3=CC(=NC(=N3)C)N4CCN(CC4)CCO. Cell line: M14. Synergy scores: CSS=6.03, Synergy_ZIP=-1.29, Synergy_Bliss=-2.56, Synergy_Loewe=-3.91, Synergy_HSA=-4.21. (4) Drug 1: COC1=CC(=CC(=C1O)OC)C2C3C(COC3=O)C(C4=CC5=C(C=C24)OCO5)OC6C(C(C7C(O6)COC(O7)C8=CC=CS8)O)O. Drug 2: CCC(=C(C1=CC=CC=C1)C2=CC=C(C=C2)OCCN(C)C)C3=CC=CC=C3.C(C(=O)O)C(CC(=O)O)(C(=O)O)O. Cell line: MALME-3M. Synergy scores: CSS=29.7, Synergy_ZIP=-1.36, Synergy_Bliss=5.26, Synergy_Loewe=-22.2, Synergy_HSA=3.89.